Dataset: Peptide-MHC class I binding affinity with 185,985 pairs from IEDB/IMGT. Task: Regression. Given a peptide amino acid sequence and an MHC pseudo amino acid sequence, predict their binding affinity value. This is MHC class I binding data. (1) The peptide sequence is LFSKNILKYY. The MHC is HLA-A33:01 with pseudo-sequence HLA-A33:01. The binding affinity (normalized) is 0. (2) The peptide sequence is YEDQLHRAS. The MHC is HLA-A69:01 with pseudo-sequence HLA-A69:01. The binding affinity (normalized) is 0.0847. (3) The peptide sequence is TLPDVKSFV. The MHC is HLA-A02:01 with pseudo-sequence HLA-A02:01. The binding affinity (normalized) is 0.757. (4) The peptide sequence is VVVQIDPEY. The MHC is HLA-A68:01 with pseudo-sequence HLA-A68:01. The binding affinity (normalized) is 0.566.